Dataset: Catalyst prediction with 721,799 reactions and 888 catalyst types from USPTO. Task: Predict which catalyst facilitates the given reaction. Reactant: N(C(OCC)=O)=NC(OCC)=O.[C:13]([O:17][C:18]([N:20]1[CH2:24][CH2:23][CH2:22][C@H:21]1[CH2:25]O)=[O:19])([CH3:16])([CH3:15])[CH3:14].[I:27]I.C1(P(C2C=CC=CC=2)C2C=CC=CC=2)C=CC=CC=1. Product: [C:13]([O:17][C:18]([N:20]1[CH2:24][CH2:23][CH2:22][C@H:21]1[CH2:25][I:27])=[O:19])([CH3:16])([CH3:15])[CH3:14]. The catalyst class is: 7.